Dataset: Forward reaction prediction with 1.9M reactions from USPTO patents (1976-2016). Task: Predict the product of the given reaction. (1) Given the reactants [F:1][C:2]1[C:7]([O:8][CH3:9])=[CH:6][C:5]([O:10][CH3:11])=[C:4]([F:12])[C:3]=1[C:13]1[N:18]=[C:17]2[NH:19][N:20]=[C:21](I)[C:16]2=[CH:15][N:14]=1.CC1(C)C(C)(C)OB([C:31]2[CH:40]=[C:39]3[C:34]([CH2:35][CH2:36][N:37]([C:41]([O:43][C:44]([CH3:47])([CH3:46])[CH3:45])=[O:42])[CH2:38]3)=[CH:33][CH:32]=2)O1.ClCCl.P([O-])([O-])([O-])=O.[K+].[K+].[K+], predict the reaction product. The product is: [F:1][C:2]1[C:7]([O:8][CH3:9])=[CH:6][C:5]([O:10][CH3:11])=[C:4]([F:12])[C:3]=1[C:13]1[N:18]=[C:17]2[NH:19][N:20]=[C:21]([C:31]3[CH:40]=[C:39]4[C:34]([CH2:35][CH2:36][N:37]([C:41]([O:43][C:44]([CH3:47])([CH3:46])[CH3:45])=[O:42])[CH2:38]4)=[CH:33][CH:32]=3)[C:16]2=[CH:15][N:14]=1. (2) Given the reactants [C:1]([C:4]1[CH:9]=[CH:8][N:7]=[C:6]([NH:10][C:11]2[CH:12]=[C:13]3[C:18](=[C:19]([NH:21][C:22]([CH3:25])([CH3:24])[CH3:23])[N:20]=2)[C:17](=[O:26])[N:16]([CH2:27][CH2:28][OH:29])[CH:15]=[CH:14]3)[CH:5]=1)(=O)[CH3:2].Cl.[NH2:31][OH:32].CC([O-])=O.[Na+], predict the reaction product. The product is: [C:22]([NH:21][C:19]1[N:20]=[C:11]([NH:10][C:6]2[CH:5]=[C:4](/[C:1](=[N:31]/[OH:32])/[CH3:2])[CH:9]=[CH:8][N:7]=2)[CH:12]=[C:13]2[C:18]=1[C:17](=[O:26])[N:16]([CH2:27][CH2:28][OH:29])[CH:15]=[CH:14]2)([CH3:24])([CH3:25])[CH3:23].